From a dataset of Experimentally validated miRNA-target interactions with 360,000+ pairs, plus equal number of negative samples. Binary Classification. Given a miRNA mature sequence and a target amino acid sequence, predict their likelihood of interaction. (1) The miRNA is hsa-miR-6786-3p with sequence UGACGCCCCUUCUGAUUCUGCCU. The protein sequence of the target gene is MEFQAVVMAVGGGSRMTDLTSSIPKPLLPVGNKPLIWYPLNLLERVGFEEVIVVTTRDVQKALCAEFKMKMKPDIVCIPDDADMGTADSLRYIYPKLKTDVLVLSCDLITDVALHEVVDLFRAYDASLAMLMRKGQDSIEPVPGQKGKKKAVEQRDFIGVDSTGKRLLFMANEADLDEELVIKGSILQKHPRIRFHTGLVDAHLYCLKKYIVDFLMENGSITSIRSELIPYLVRKQFSSASSQQGQEEKEEDLKKKELKSLDIYSFIKEANTLNLAPYDACWNACRGDRWEDLSRSQVRC.... Result: 0 (no interaction). (2) The miRNA is mmu-miR-124-3p with sequence UAAGGCACGCGGUGAAUGCC. The protein sequence of the target gene is MSDSEKLNLDSIIGRLLEVQGSRPGKNVQLTENEIRGLCLKSREIFLSQPILLELEAPLKICGDIHGQYYDLLRLFEYGGFPPESNYLFLGDYVDRGKQSLETICLLLAYKIRYPENFFLLRGNHECASINRIYGFYDECKRRYNIKLWKTFTDCFNCLPIAAIVDEKIFCCHGGLSPDLQSMEQIRRIMRPTDVPDQGLLCDLLWSDPDKDVQGWGENDRGVSFTFGAEVVAKFLHKHDLDLICRAHQVVEDGYEFFAKRQLVTLFSAPNYCGEFDNAGAMMSVDETLMCSFQILKPAD.... Result: 1 (interaction). (3) The miRNA is hsa-miR-19a-3p with sequence UGUGCAAAUCUAUGCAAAACUGA. The protein sequence of the target gene is MAAVVVAAAGGAGPAVLQVAGLYRGLCAVRSRALGLGLVSPAQLRVFPVRPGSGRPEGGADSSGVGAEAELQANPFYDRYRDKIQLLRRSDPAAFESRLEKRSEFRKQPVGHSRQGDFIKCVEQKTDALGKQSVNRGFTKDKTLSSIFNIEMVKEKTAEEIKQIWQQYFAAKDTVYAVIPAEKFDLIWNRAQSCPTFLCALPRREGYEFFVGQWTGTELHFTALINIQTRGEAAASQLILYHYPELKEEKGIVLMTAEMDSTFLNVAEAQCIANQVQLFYATDRKETYGLVETFNLRPNE.... Result: 1 (interaction). (4) The miRNA is hsa-miR-5006-3p with sequence UUUCCCUUUCCAUCCUGGCAG. The protein sequence of the target gene is MAAVVENVVKLLGEQYYKDAMEQCHNYNARLCAERSVRLPFLDSQTGVAQSNCYIWMEKRHRGPGLASGQLYSYPARRWRKKRRAHPPEDPRLSFPSIKPDTDQTLKKEGLISQDGSSLEALLRTDPLEKRGAPDPRVDDDSLGEFPVTNSRARKRILEPDDFLDDLDDEDYEEDTPKRRGKGKSKGKGVGSARKKLDASILEDRDKPYACDICGKRYKNRPGLSYHYAHSHLAEEEGEDKEDSQPPTPVSQRSEEQKSKKGPDGLALPNNYCDFCLGDSKINKKTGQPEELVSCSDCGR.... Result: 1 (interaction). (5) The miRNA is mmu-miR-592-5p with sequence AUUGUGUCAAUAUGCGAUGAUGU. The protein sequence of the target gene is MFRIEGLAPKLDPEEMKRKMREDVISSIRNFLIYVALLRVTPFILKKLDSI. Result: 0 (no interaction).